From a dataset of Full USPTO retrosynthesis dataset with 1.9M reactions from patents (1976-2016). Predict the reactants needed to synthesize the given product. (1) Given the product [CH2:18]([N:8]([CH2:6][CH3:7])[C:9](=[O:17])[C:10]1[CH:15]=[CH:14][C:13]([CH3:16])=[CH:12][C:11]=1[CH:23]=[O:24])[CH3:19], predict the reactants needed to synthesize it. The reactants are: C([Li])(CC)C.[CH2:6]([N:8]([CH2:18][CH3:19])[C:9](=[O:17])[C:10]1[CH:15]=[CH:14][C:13]([CH3:16])=[CH:12][CH:11]=1)[CH3:7].CN([CH:23]=[O:24])C.CCCCCC.C(OCC)(=O)C. (2) Given the product [CH3:8][N:7]1[C:9](=[O:12])[C:10]2[N:11]([CH2:19][CH:17]([OH:18])[CH2:15][CH3:16])[C:2]([Cl:1])=[N:3][C:4]=2[N:5]([CH3:14])[C:6]1=[O:13], predict the reactants needed to synthesize it. The reactants are: [Cl:1][C:2]1[NH:11][C:10]2[C:9](=[O:12])[N:7]([CH3:8])[C:6](=[O:13])[N:5]([CH3:14])[C:4]=2[N:3]=1.[CH2:15]([CH:17]1[CH2:19][O:18]1)[CH3:16].CCN(C(C)C)C(C)C.